This data is from Catalyst prediction with 721,799 reactions and 888 catalyst types from USPTO. The task is: Predict which catalyst facilitates the given reaction. (1) Reactant: [Br:1][C:2]1[S:3][C:4]([CH3:11])=[C:5]([C:7](OC)=[O:8])[N:6]=1.[Li+].[BH4-].CO. Product: [Br:1][C:2]1[S:3][C:4]([CH3:11])=[C:5]([CH2:7][OH:8])[N:6]=1. The catalyst class is: 1. (2) Reactant: [NH2:1][CH2:2][CH2:3][NH:4][C:5]1[N:13]=[C:12]([Cl:14])[N:11]=[C:10]2[C:6]=1[N:7]=[CH:8][N:9]2[CH:15]1[CH2:19][CH2:18][CH2:17][CH2:16]1.C(Cl)Cl.C(N(CC)CC)C.[F:30][C:31]([F:43])([F:42])[C:32]1[CH:37]=[CH:36][C:35]([S:38](Cl)(=[O:40])=[O:39])=[CH:34][CH:33]=1. Product: [Cl:14][C:12]1[N:11]=[C:10]2[C:6]([N:7]=[CH:8][N:9]2[CH:15]2[CH2:19][CH2:18][CH2:17][CH2:16]2)=[C:5]([NH:4][CH2:3][CH2:2][NH:1][S:38]([C:35]2[CH:34]=[CH:33][C:32]([C:31]([F:30])([F:42])[F:43])=[CH:37][CH:36]=2)(=[O:40])=[O:39])[N:13]=1. The catalyst class is: 6. (3) Reactant: Cl.[CH3:2][NH:3][O:4][CH3:5].C(N(CC)CC)C.[Cl:13][C:14]1[CH:22]=[CH:21][C:17]([C:18](Cl)=[O:19])=[CH:16][CH:15]=1. Product: [Cl:13][C:14]1[CH:22]=[CH:21][C:17]([C:18]([N:3]([O:4][CH3:5])[CH3:2])=[O:19])=[CH:16][CH:15]=1. The catalyst class is: 2. (4) Reactant: [O:1]=[S:2]1(=[O:40])[CH2:7][CH2:6][N:5]([CH2:8][C:9]2[CH:14]=[CH:13][C:12]([NH:15][C:16](=[O:39])[C:17]3[CH:22]=[CH:21][C:20]([C:23]4[CH:28]=[CH:27][C:26]([C:29]5[NH:33][C:32]([C@@H:34]6[CH2:38][CH2:37][CH2:36][NH:35]6)=[N:31][CH:30]=5)=[CH:25][CH:24]=4)=[CH:19][CH:18]=3)=[CH:11][CH:10]=2)[CH2:4][CH2:3]1.[CH3:41][O:42][C:43]([NH:45][C@@H:46]([CH:50]([CH3:52])[CH3:51])[C:47](O)=[O:48])=[O:44].CN(C(ON1N=NC2C=CC=CC1=2)=[N+](C)C)C.F[P-](F)(F)(F)(F)F.CN1CCOCC1. Product: [O:40]=[S:2]1(=[O:1])[CH2:7][CH2:6][N:5]([CH2:8][C:9]2[CH:10]=[CH:11][C:12]([NH:15][C:16]([C:17]3[CH:18]=[CH:19][C:20]([C:23]4[CH:24]=[CH:25][C:26]([C:29]5[NH:33][C:32]([C@@H:34]6[CH2:38][CH2:37][CH2:36][N:35]6[C:47]([C@@H:46]([NH:45][C:43](=[O:44])[O:42][CH3:41])[CH:50]([CH3:52])[CH3:51])=[O:48])=[N:31][CH:30]=5)=[CH:27][CH:28]=4)=[CH:21][CH:22]=3)=[O:39])=[CH:13][CH:14]=2)[CH2:4][CH2:3]1. The catalyst class is: 18. (5) Reactant: [C:1]12([CH2:11][CH2:12][O:13][C:14]3[CH:19]=[CH:18][C:17]([CH2:20][CH2:21][NH:22][CH2:23][C@@H:24]([C:33]4[CH:34]=[CH:35][C:36]([O:42][CH2:43][C:44]5[CH:49]=[CH:48][CH:47]=[CH:46][CH:45]=5)=[C:37]([NH:39][CH:40]=[O:41])[CH:38]=4)[O:25][Si](C(C)(C)C)(C)C)=[CH:16][CH:15]=3)[CH2:10][CH:5]3[CH2:6][CH:7]([CH2:9][CH:3]([CH2:4]3)[CH2:2]1)[CH2:8]2.[F-].C([N+](CCCC)(CCCC)CCCC)CCC. Product: [C:1]12([CH2:11][CH2:12][O:13][C:14]3[CH:15]=[CH:16][C:17]([CH2:20][CH2:21][NH:22][CH2:23][C@@H:24]([C:33]4[CH:34]=[CH:35][C:36]([O:42][CH2:43][C:44]5[CH:49]=[CH:48][CH:47]=[CH:46][CH:45]=5)=[C:37]([NH:39][CH:40]=[O:41])[CH:38]=4)[OH:25])=[CH:18][CH:19]=3)[CH2:8][CH:7]3[CH2:9][CH:3]([CH2:4][CH:5]([CH2:6]3)[CH2:10]1)[CH2:2]2. The catalyst class is: 7. (6) Reactant: [C:1]([C:3]1[C:8](=[O:9])[N:7]([C:10]2[CH:15]=[CH:14][C:13]([CH3:16])=[CH:12][CH:11]=2)[C:6]([C:17]2[CH:22]=[CH:21][C:20]([S:23][CH3:24])=[CH:19][CH:18]=2)=[N:5][C:4]=1SC)#[N:2].[CH3:27][NH2:28]. Product: [C:1]([C:3]1[C:8](=[O:9])[N:7]([C:10]2[CH:11]=[CH:12][C:13]([CH3:16])=[CH:14][CH:15]=2)[C:6]([C:17]2[CH:18]=[CH:19][C:20]([S:23][CH3:24])=[CH:21][CH:22]=2)=[N:5][C:4]=1[NH:28][CH3:27])#[N:2]. The catalyst class is: 8. (7) Reactant: [CH2:1]([O:3][C:4]([C:6]1[N:10]2[CH:11]=[CH:12][CH:13]=[CH:14][C:9]2=[C:8]([C:15]([OH:17])=O)[N:7]=1)=[O:5])[CH3:2].[C:18]12([NH2:28])[CH2:27][CH:22]3[CH2:23][CH:24]([CH2:26][CH:20]([CH2:21]3)[CH2:19]1)[CH2:25]2.C(Cl)CCl.C1C=NC2N(O)N=NC=2C=1.CCN(CC)CC. Product: [CH2:1]([O:3][C:4]([C:6]1[N:10]2[CH:11]=[CH:12][CH:13]=[CH:14][C:9]2=[C:8]([C:15]([NH:28][C:18]23[CH2:19][CH:20]4[CH2:26][CH:24]([CH2:23][CH:22]([CH2:21]4)[CH2:27]2)[CH2:25]3)=[O:17])[N:7]=1)=[O:5])[CH3:2]. The catalyst class is: 3. (8) Reactant: [F:1][C:2]1[C:7]([F:8])=[CH:6][CH:5]=[CH:4][C:3]=1[C:9]1[N:10]=[C:11]2[C:16](=[N:17][CH:18]=1)[N:15]=[C:14]([NH2:19])[N:13]=[C:12]2OCC.[NH3:23]. Product: [F:1][C:2]1[C:7]([F:8])=[CH:6][CH:5]=[CH:4][C:3]=1[C:9]1[N:10]=[C:11]2[C:16](=[N:17][CH:18]=1)[N:15]=[C:14]([NH2:19])[N:13]=[C:12]2[NH2:23]. The catalyst class is: 5. (9) Reactant: C[O:2][C:3](=O)[C:4]1[CH:9]=[CH:8][C:7]([CH2:10][N:11]([CH2:22][C:23]2[NH:27][C:26]3[CH:28]=[CH:29][CH:30]=[CH:31][C:25]=3[N:24]=2)[CH:12]2[C:21]3[N:20]=[CH:19][CH:18]=[CH:17][C:16]=3[CH2:15][CH2:14][CH2:13]2)=[CH:6][CH:5]=1.O.[NH2:34][NH2:35].C(=O)(O)[O-].[Na+]. Product: [NH:24]1[C:25]2[CH:31]=[CH:30][CH:29]=[CH:28][C:26]=2[N:27]=[C:23]1[CH2:22][N:11]([CH2:10][C:7]1[CH:6]=[CH:5][C:4]([C:3]([NH:34][NH2:35])=[O:2])=[CH:9][CH:8]=1)[CH:12]1[C:21]2[N:20]=[CH:19][CH:18]=[CH:17][C:16]=2[CH2:15][CH2:14][CH2:13]1. The catalyst class is: 8. (10) Reactant: [S:1]1[CH:5]=[CH:4][CH:3]=[C:2]1[C:6]([NH:8][CH2:9][C:10]([OH:12])=[O:11])=O.[CH3:13][O:14][C:15]1[N:20]=[C:19]([CH:21]=O)[CH:18]=[CH:17][CH:16]=1.C([O-])(=O)C.[Na+].C(OC(=O)C)(=O)C. Product: [CH3:13][O:14][C:15]1[N:20]=[C:19]([CH:21]=[C:9]2[C:10](=[O:11])[O:12][C:6]([C:2]3[S:1][CH:5]=[CH:4][CH:3]=3)=[N:8]2)[CH:18]=[CH:17][CH:16]=1. The catalyst class is: 6.